This data is from Choline transporter screen with 302,306 compounds. The task is: Binary Classification. Given a drug SMILES string, predict its activity (active/inactive) in a high-throughput screening assay against a specified biological target. (1) The compound is s1c(Nc2cc(c(cc2)C)C)nc2c(c1=O)cccc2. The result is 0 (inactive). (2) The drug is O=C(NCCc1ccccc1)C(/NC(=O)c1occc1)=C\c1ccccc1. The result is 0 (inactive). (3) The drug is FC(F)(F)c1cc(nc(NC)c1C#N)c1ccccc1. The result is 0 (inactive).